This data is from NCI-60 drug combinations with 297,098 pairs across 59 cell lines. The task is: Regression. Given two drug SMILES strings and cell line genomic features, predict the synergy score measuring deviation from expected non-interaction effect. (1) Drug 1: CC1=C(N=C(N=C1N)C(CC(=O)N)NCC(C(=O)N)N)C(=O)NC(C(C2=CN=CN2)OC3C(C(C(C(O3)CO)O)O)OC4C(C(C(C(O4)CO)O)OC(=O)N)O)C(=O)NC(C)C(C(C)C(=O)NC(C(C)O)C(=O)NCCC5=NC(=CS5)C6=NC(=CS6)C(=O)NCCC[S+](C)C)O. Drug 2: C1=CC=C(C(=C1)C(C2=CC=C(C=C2)Cl)C(Cl)Cl)Cl. Cell line: K-562. Synergy scores: CSS=-15.6, Synergy_ZIP=29.0, Synergy_Bliss=41.4, Synergy_Loewe=-5.00, Synergy_HSA=1.39. (2) Drug 1: CCC(=C(C1=CC=CC=C1)C2=CC=C(C=C2)OCCN(C)C)C3=CC=CC=C3.C(C(=O)O)C(CC(=O)O)(C(=O)O)O. Cell line: MDA-MB-435. Synergy scores: CSS=9.21, Synergy_ZIP=-5.15, Synergy_Bliss=-10.3, Synergy_Loewe=-13.6, Synergy_HSA=-12.0. Drug 2: CCCCC(=O)OCC(=O)C1(CC(C2=C(C1)C(=C3C(=C2O)C(=O)C4=C(C3=O)C=CC=C4OC)O)OC5CC(C(C(O5)C)O)NC(=O)C(F)(F)F)O. (3) Drug 1: CCCCC(=O)OCC(=O)C1(CC(C2=C(C1)C(=C3C(=C2O)C(=O)C4=C(C3=O)C=CC=C4OC)O)OC5CC(C(C(O5)C)O)NC(=O)C(F)(F)F)O. Drug 2: C1CNP(=O)(OC1)N(CCCl)CCCl. Cell line: UO-31. Synergy scores: CSS=7.79, Synergy_ZIP=-9.81, Synergy_Bliss=-10.9, Synergy_Loewe=-31.4, Synergy_HSA=-11.3. (4) Drug 2: C1=CC=C(C=C1)NC(=O)CCCCCCC(=O)NO. Cell line: HS 578T. Drug 1: CC(C)(C#N)C1=CC(=CC(=C1)CN2C=NC=N2)C(C)(C)C#N. Synergy scores: CSS=6.77, Synergy_ZIP=0.418, Synergy_Bliss=7.00, Synergy_Loewe=2.27, Synergy_HSA=3.62. (5) Drug 1: CCCCCOC(=O)NC1=NC(=O)N(C=C1F)C2C(C(C(O2)C)O)O. Drug 2: C(CN)CNCCSP(=O)(O)O. Cell line: KM12. Synergy scores: CSS=-20.1, Synergy_ZIP=8.99, Synergy_Bliss=4.50, Synergy_Loewe=-11.4, Synergy_HSA=-13.6. (6) Drug 1: CCCS(=O)(=O)NC1=C(C(=C(C=C1)F)C(=O)C2=CNC3=C2C=C(C=N3)C4=CC=C(C=C4)Cl)F. Drug 2: COC1=C(C=C2C(=C1)N=CN=C2NC3=CC(=C(C=C3)F)Cl)OCCCN4CCOCC4. Cell line: SK-OV-3. Synergy scores: CSS=50.2, Synergy_ZIP=10.5, Synergy_Bliss=10.7, Synergy_Loewe=0.813, Synergy_HSA=10.2. (7) Drug 1: COC1=CC(=CC(=C1O)OC)C2C3C(COC3=O)C(C4=CC5=C(C=C24)OCO5)OC6C(C(C7C(O6)COC(O7)C8=CC=CS8)O)O. Drug 2: CCC1=C2CN3C(=CC4=C(C3=O)COC(=O)C4(CC)O)C2=NC5=C1C=C(C=C5)O. Cell line: T-47D. Synergy scores: CSS=43.5, Synergy_ZIP=-8.05, Synergy_Bliss=-5.30, Synergy_Loewe=-2.17, Synergy_HSA=-0.0433.